From a dataset of Forward reaction prediction with 1.9M reactions from USPTO patents (1976-2016). Predict the product of the given reaction. (1) Given the reactants [CH3:1][O:2][CH2:3][C:4]1[NH:13][C:12](=[O:14])[C:11]2[C:6](=[CH:7][C:8]3[CH2:17][CH2:16][CH:15]([N:18]([C:22]4[CH:34]=[CH:33][C:25]([C:26]([O:28]C(C)(C)C)=[O:27])=[CH:24][CH:23]=4)[CH2:19][C:20]#[CH:21])[C:9]=3[CH:10]=2)[N:5]=1, predict the reaction product. The product is: [CH3:1][O:2][CH2:3][C:4]1[NH:13][C:12](=[O:14])[C:11]2[C:6](=[CH:7][C:8]3[CH2:17][CH2:16][CH:15]([N:18]([C:22]4[CH:23]=[CH:24][C:25]([C:26]([OH:28])=[O:27])=[CH:33][CH:34]=4)[CH2:19][C:20]#[CH:21])[C:9]=3[CH:10]=2)[N:5]=1. (2) Given the reactants [Cl:1][C:2]1[CH:3]=[C:4]([CH:23]=[CH:24][C:25]=1[Cl:26])[CH2:5][N:6]([CH3:22])[C:7]([C:9]1[CH2:13][N:12]([CH2:14][CH2:15][CH2:16][C:17](O)=[O:18])[C:11](=[O:20])[C:10]=1[OH:21])=[O:8].[CH3:27][S:28]([NH2:31])(=[O:30])=[O:29], predict the reaction product. The product is: [Cl:1][C:2]1[CH:3]=[C:4]([CH:23]=[CH:24][C:25]=1[Cl:26])[CH2:5][N:6]([CH3:22])[C:7]([C:9]1[CH2:13][N:12]([CH2:14][CH2:15][CH2:16][C:17]([NH:31][S:28]([CH3:27])(=[O:30])=[O:29])=[O:18])[C:11](=[O:20])[C:10]=1[OH:21])=[O:8]. (3) The product is: [CH3:9][O:10][C:11]([C@@H:12]1[CH2:16][CH2:15][CH2:14][N:13]1[C:19]1[N:24]=[C:23]([O:25][C:26]2[CH:52]=[CH:51][C:50]([F:53])=[CH:49][C:27]=2[CH2:28][NH:29][C:30]([NH:32][C:33]2[N:37]([C:38]3[CH:39]=[CH:40][C:41]([CH3:44])=[CH:42][CH:43]=3)[N:36]=[C:35]([C:45]([CH3:48])([CH3:47])[CH3:46])[CH:34]=2)=[O:31])[CH:22]=[CH:21][N:20]=1)=[O:17]. Given the reactants C(N(CC)CC)C.Cl.[CH3:9][O:10][C:11](=[O:17])[C@@H:12]1[CH2:16][CH2:15][CH2:14][NH:13]1.Cl[C:19]1[N:24]=[C:23]([O:25][C:26]2[CH:52]=[CH:51][C:50]([F:53])=[CH:49][C:27]=2[CH2:28][NH:29][C:30]([NH:32][C:33]2[N:37]([C:38]3[CH:43]=[CH:42][C:41]([CH3:44])=[CH:40][CH:39]=3)[N:36]=[C:35]([C:45]([CH3:48])([CH3:47])[CH3:46])[CH:34]=2)=[O:31])[CH:22]=[CH:21][N:20]=1.C(=O)([O-])[O-].[Na+].[Na+], predict the reaction product. (4) Given the reactants Br[C:2]1[CH:7]=[CH:6][N:5]2[C:8](=[O:15])[N:9]([CH2:11][CH:12]([CH3:14])[CH3:13])[N:10]=[C:4]2[C:3]=1I.[CH3:17][O:18][C:19]1[CH:24]=[CH:23][C:22](B(O)O)=[CH:21][CH:20]=1.[C:28]([O-:31])([O-])=O.[K+].[K+], predict the reaction product. The product is: [CH3:17][O:18][C:19]1[CH:24]=[CH:23][C:22]([C:2]2[CH:7]=[CH:6][N:5]3[C:8](=[O:15])[N:9]([CH2:11][CH:12]([CH3:14])[CH3:13])[N:10]=[C:4]3[C:3]=2[C:19]2[CH:24]=[CH:23][C:22]([O:31][CH3:28])=[CH:21][CH:20]=2)=[CH:21][CH:20]=1. (5) The product is: [Cl:1][C:2]1[CH:3]=[CH:4][C:5]([C:8]2([C:11]([N:17]([CH:18]3[CH2:23][CH2:22][CH2:21][CH2:20][CH2:19]3)[CH:14]3[CH2:16][CH2:15]3)=[O:13])[CH2:9][CH2:10]2)=[CH:6][CH:7]=1. Given the reactants [Cl:1][C:2]1[CH:7]=[CH:6][C:5]([C:8]2([C:11]([OH:13])=O)[CH2:10][CH2:9]2)=[CH:4][CH:3]=1.[CH:14]1([NH:17][CH:18]2[CH2:23][CH2:22][CH2:21][CH2:20][CH2:19]2)[CH2:16][CH2:15]1.F[P-](F)(F)(F)(F)F.N1(O[P+](N(C)C)(N(C)C)N(C)C)C2C=CC=CC=2N=N1, predict the reaction product. (6) Given the reactants C([O-])(=O)C.[NH4+:5].[CH2:6]([O:8][C:9](=[O:16])[CH2:10][C:11](=O)[CH:12]([CH3:14])[CH3:13])[CH3:7], predict the reaction product. The product is: [CH2:6]([O:8][C:9](=[O:16])[CH:10]=[C:11]([NH2:5])[CH:12]([CH3:14])[CH3:13])[CH3:7]. (7) Given the reactants [OH:1][C@H:2]1[CH2:6][N:5](C(OC(C)(C)C)=O)[C@H:4]([C:14](=[O:29])[NH:15][CH2:16][C:17]2[CH:22]=[CH:21][C:20]([C:23]3[S:27][CH:26]=[N:25][C:24]=3[CH3:28])=[CH:19][CH:18]=2)[CH2:3]1.[ClH:30].O1CCOCC1, predict the reaction product. The product is: [ClH:30].[OH:1][C@H:2]1[CH2:6][NH:5][C@H:4]([C:14]([NH:15][CH2:16][C:17]2[CH:18]=[CH:19][C:20]([C:23]3[S:27][CH:26]=[N:25][C:24]=3[CH3:28])=[CH:21][CH:22]=2)=[O:29])[CH2:3]1.